From a dataset of HIV replication inhibition screening data with 41,000+ compounds from the AIDS Antiviral Screen. Binary Classification. Given a drug SMILES string, predict its activity (active/inactive) in a high-throughput screening assay against a specified biological target. The compound is Cc1c(N=Nc2ccc(Cl)cc2)c(-c2ccccc2)n(C2OC(CO)C(O)C(O)C2O)c(=S)c1C#N. The result is 0 (inactive).